From a dataset of Peptide-MHC class II binding affinity with 134,281 pairs from IEDB. Regression. Given a peptide amino acid sequence and an MHC pseudo amino acid sequence, predict their binding affinity value. This is MHC class II binding data. (1) The peptide sequence is AFKVAATAAYAAPAN. The MHC is DRB1_0401 with pseudo-sequence DRB1_0401. The binding affinity (normalized) is 0.164. (2) The peptide sequence is THGIRPVVSTQLLLY. The MHC is HLA-DQA10401-DQB10402 with pseudo-sequence HLA-DQA10401-DQB10402. The binding affinity (normalized) is 0.224.